This data is from Full USPTO retrosynthesis dataset with 1.9M reactions from patents (1976-2016). The task is: Predict the reactants needed to synthesize the given product. (1) The reactants are: Br[C:2]1[C:11]2[C:6](=[C:7]([OH:13])[CH:8]=[C:9]([OH:12])[CH:10]=2)[C:5](=[O:14])[N:4]([C:15]2[CH:20]=[CH:19][C:18]([OH:21])=[CH:17][CH:16]=2)[CH:3]=1.C(=O)([O-])[O-].[K+].[K+].[CH3:28][O:29][C:30]1[CH:35]=[CH:34][C:33](B(O)O)=[CH:32][CH:31]=1. Given the product [OH:12][C:9]1[CH:10]=[C:11]2[C:6](=[C:7]([OH:13])[CH:8]=1)[C:5](=[O:14])[N:4]([C:15]1[CH:20]=[CH:19][C:18]([OH:21])=[CH:17][CH:16]=1)[CH:3]=[C:2]2[C:33]1[CH:34]=[CH:35][C:30]([O:29][CH3:28])=[CH:31][CH:32]=1, predict the reactants needed to synthesize it. (2) Given the product [CH3:1][C:2]1[CH:10]=[C:9]2[C:5]([CH2:6][CH2:7][CH:8]2[OH:11])=[CH:4][CH:3]=1, predict the reactants needed to synthesize it. The reactants are: [CH3:1][C:2]1[CH:10]=[C:9]2[C:5]([CH2:6][CH2:7][C:8]2=[O:11])=[CH:4][CH:3]=1.[BH4-].[Na+]. (3) Given the product [CH2:1]([O:8][C:9]1[CH:10]=[C:11]([C:12]([O:14][CH3:15])=[O:13])[CH:16]=[CH:17][C:18]=1[C:24]1[CH:25]=[CH:26][C:21]([F:20])=[CH:22][CH:23]=1)[C:2]1[CH:7]=[CH:6][CH:5]=[CH:4][CH:3]=1, predict the reactants needed to synthesize it. The reactants are: [CH2:1]([O:8][C:9]1[CH:10]=[C:11]([CH:16]=[CH:17][C:18]=1Br)[C:12]([O:14][CH3:15])=[O:13])[C:2]1[CH:7]=[CH:6][CH:5]=[CH:4][CH:3]=1.[F:20][C:21]1[CH:26]=[CH:25][C:24](B(O)O)=[CH:23][CH:22]=1.C1(P(C2CCCCC2)C2C=CC=CC=2C2C(OC)=CC=CC=2OC)CCCCC1.C(=O)([O-])[O-].[Na+].[Na+].